This data is from Reaction yield outcomes from USPTO patents with 853,638 reactions. The task is: Predict the reaction yield, written as a fraction of the theoretical maximum amount of product (1.0 means a 100% yield; for example, 0.34 means a 34% yield). (1) The reactants are [NH2:1][C:2]1[CH:3]=[C:4]([CH:9]=[CH:10][CH:11]=1)[C:5]([O:7][CH3:8])=[O:6].CCN(CC)CC.[CH3:19][C:20]([O:23][C:24](O[C:24]([O:23][C:20]([CH3:22])([CH3:21])[CH3:19])=[O:25])=[O:25])([CH3:22])[CH3:21]. The catalyst is C1COCC1. The product is [C:20]([O:23][C:24]([NH:1][C:2]1[CH:3]=[C:4]([CH:9]=[CH:10][CH:11]=1)[C:5]([O:7][CH3:8])=[O:6])=[O:25])([CH3:22])([CH3:21])[CH3:19]. The yield is 0.485. (2) The reactants are [H-].[Na+].[NH:3]1[C:7]2=[N:8][CH:9]=[CH:10][CH:11]=[C:6]2[CH:5]=[C:4]1[CH:12]=[O:13].Br[CH2:15][CH:16]1[CH2:18][CH2:17]1. The catalyst is CN(C)C=O.C(Cl)Cl. The product is [CH:16]1([CH2:15][N:3]2[C:7]3=[N:8][CH:9]=[CH:10][CH:11]=[C:6]3[CH:5]=[C:4]2[CH:12]=[O:13])[CH2:18][CH2:17]1. The yield is 0.734. (3) The reactants are N(CC1C=CC(C2C=CC(N3CC(C[NH:23][C:24](=[O:26])[CH3:25])OC3=O)=CC=2F)=CC=1)=[N+]=[N-].C(N(CC)CC)C.[C:47]([O:46][C:44](O[C:44]([O:46][C:47]([CH3:50])([CH3:49])[CH3:48])=[O:45])=[O:45])([CH3:50])([CH3:49])[CH3:48]. The catalyst is C(Cl)Cl.CN(C)C1C=CN=CC=1. The product is [C:44]([CH2:25][C:24]([NH2:23])=[O:26])([O:46][C:47]([CH3:48])([CH3:49])[CH3:50])=[O:45]. The yield is 0.760. (4) The reactants are [C:1]([C:4]1[CH:5]=[C:6]([C:10]2[N:11]=[CH:12][N:13]([C:15]([N:17]([CH:19]3[CH2:24][CH2:23][N:22]([CH2:25][C:26]4[CH:31]=[CH:30][C:29]([F:32])=[C:28]([O:33][CH3:34])[CH:27]=4)[CH2:21][CH2:20]3)[CH3:18])=[O:16])[CH:14]=2)[CH:7]=[CH:8][CH:9]=1)(=[O:3])[NH2:2].[ClH:35].C(OCC)C. The catalyst is CO. The product is [ClH:35].[C:1]([C:4]1[CH:5]=[C:6]([C:10]2[N:11]=[CH:12][N:13]([C:15]([N:17]([CH:19]3[CH2:20][CH2:21][N:22]([CH2:25][C:26]4[CH:31]=[CH:30][C:29]([F:32])=[C:28]([O:33][CH3:34])[CH:27]=4)[CH2:23][CH2:24]3)[CH3:18])=[O:16])[CH:14]=2)[CH:7]=[CH:8][CH:9]=1)(=[O:3])[NH2:2]. The yield is 0.930. (5) The catalyst is C(O)(C)(C)C. The product is [CH3:21][CH:22]1[CH2:27][CH2:26][N:25]([C:12]2[N:11]=[C:10]([NH2:9])[C:19]3[C:14](=[CH:15][CH:16]=[CH:17][CH:18]=3)[N:13]=2)[CH2:24][CH2:23]1. The yield is 0.850. The reactants are C1(C2NN=C([NH:9][C:10]3[C:19]4[C:14](=[CH:15][CH:16]=[CH:17][CH:18]=4)[N:13]=[C:12](Cl)[N:11]=3)C=2)CC1.[CH3:21][CH:22]1[CH2:27][CH2:26][NH:25][CH2:24][CH2:23]1.C(=O)([O-])[O-].[K+].[K+].